Dataset: Full USPTO retrosynthesis dataset with 1.9M reactions from patents (1976-2016). Task: Predict the reactants needed to synthesize the given product. (1) Given the product [F:1][C:2]1[C:7]([F:8])=[CH:6][CH:5]=[CH:4][C:3]=1[CH2:9][S:10][C:11]1[N:16]=[C:15]([NH:17][S:18]([N:21]2[CH2:24][CH2:23][CH2:22]2)(=[O:20])=[O:19])[CH:14]=[C:13]([O:25][CH:26]([CH2:27][OH:28])[CH2:31][OH:30])[N:12]=1, predict the reactants needed to synthesize it. The reactants are: [F:1][C:2]1[C:7]([F:8])=[CH:6][CH:5]=[CH:4][C:3]=1[CH2:9][S:10][C:11]1[N:16]=[C:15]([NH:17][S:18]([N:21]2[CH2:24][CH2:23][CH2:22]2)(=[O:20])=[O:19])[CH:14]=[C:13]([O:25][CH:26]2[CH2:31][O:30]C(C3C=CC=CC=3)[O:28][CH2:27]2)[N:12]=1.O.C1(C)C=CC(S([O-])(=O)=O)=CC=1.[NH+]1C=CC=CC=1. (2) Given the product [CH3:1][O:2][CH2:3][CH:4]([CH3:22])[O:5][C:6]1[C:7]([NH2:19])=[N:8][CH:9]=[C:10]([O:12][C:13]2[CH:18]=[CH:17][CH:16]=[CH:15][CH:14]=2)[CH:11]=1, predict the reactants needed to synthesize it. The reactants are: [CH3:1][O:2][CH2:3][CH:4]([CH3:22])[O:5][C:6]1[C:7]([N+:19]([O-])=O)=[N:8][CH:9]=[C:10]([O:12][C:13]2[CH:18]=[CH:17][CH:16]=[CH:15][CH:14]=2)[CH:11]=1.O. (3) Given the product [Cl:1][C:2]1[CH:3]=[C:4]([CH:15]=[CH:16][CH:17]=1)[CH2:5][O:6][CH2:7][C:8]1[N:13]=[C:12]([NH:14][S:25]([C:22]2[CH:23]=[CH:24][C:19]([F:18])=[C:20]([C:29]([F:32])([F:30])[F:31])[CH:21]=2)(=[O:27])=[O:26])[CH:11]=[CH:10][CH:9]=1, predict the reactants needed to synthesize it. The reactants are: [Cl:1][C:2]1[CH:3]=[C:4]([CH:15]=[CH:16][CH:17]=1)[CH2:5][O:6][CH2:7][C:8]1[N:13]=[C:12]([NH2:14])[CH:11]=[CH:10][CH:9]=1.[F:18][C:19]1[CH:24]=[CH:23][C:22]([S:25](Cl)(=[O:27])=[O:26])=[CH:21][C:20]=1[C:29]([F:32])([F:31])[F:30]. (4) Given the product [CH2:30]([N:34]([CH2:46][CH:47]([CH3:49])[CH3:48])[C:35]1[CH:42]=[CH:41][C:38]([CH:39]=[C:2]([CH3:4])[CH3:3])=[CH:37][C:36]=1[N+:43]([O-:45])=[O:44])[CH:31]([CH3:33])[CH3:32], predict the reactants needed to synthesize it. The reactants are: [I-].[CH:2]([P+](C1C=CC=CC=1)(C1C=CC=CC=1)C1C=CC=CC=1)([CH3:4])[CH3:3].CC(C)([O-])C.[K+].[CH2:30]([N:34]([CH2:46][CH:47]([CH3:49])[CH3:48])[C:35]1[CH:42]=[CH:41][C:38]([CH:39]=O)=[CH:37][C:36]=1[N+:43]([O-:45])=[O:44])[CH:31]([CH3:33])[CH3:32].[Cl-].[NH4+]. (5) Given the product [F:18][C:19]1[CH:20]=[CH:21][C:22]([C:23]([NH:25][C:26]2[S:27][C:28]3[C:34]([N:35]4[CH2:36][CH2:37][CH2:39][CH2:40]4)=[CH:33][CH:32]=[C:31]([O:41][CH3:42])[C:29]=3[N:30]=2)=[O:24])=[CH:43][CH:44]=1, predict the reactants needed to synthesize it. The reactants are: BrC1C=CC(OC)=C([N+]([O-])=O)C=1.N1CCCC1.[F:18][C:19]1[CH:44]=[CH:43][C:22]([C:23]([NH:25][C:26]2[S:27][C:28]3[C:34]([N:35]4[CH2:40][CH2:39]O[CH2:37][CH2:36]4)=[CH:33][CH:32]=[C:31]([O:41][CH3:42])[C:29]=3[N:30]=2)=[O:24])=[CH:21][CH:20]=1.